From a dataset of Forward reaction prediction with 1.9M reactions from USPTO patents (1976-2016). Predict the product of the given reaction. (1) The product is: [NH2:8][C:9]1[C:14]([C:15]2[CH:20]=[CH:19][C:18]([NH:21][C:22]([C:24]3[C:29](=[O:30])[C:28]([C:31]4[CH:36]=[CH:35][C:34]([F:37])=[CH:33][CH:32]=4)=[CH:27][N:26]([CH2:38][C:39]([F:42])([F:41])[F:40])[CH:25]=3)=[O:23])=[CH:17][CH:16]=2)=[CH:13][C:12]([C:50]2[CH:49]=[CH:48][C:47]([OH:61])=[C:46]([O:45][CH3:44])[CH:51]=2)=[CH:11][N:10]=1. Given the reactants O.C(=O)([O-])[O-].[K+].[K+].[NH2:8][C:9]1[C:14]([C:15]2[CH:20]=[CH:19][C:18]([NH:21][C:22]([C:24]3[C:29](=[O:30])[C:28]([C:31]4[CH:36]=[CH:35][C:34]([F:37])=[CH:33][CH:32]=4)=[CH:27][N:26]([CH2:38][C:39]([F:42])([F:41])[F:40])[CH:25]=3)=[O:23])=[CH:17][CH:16]=2)=[CH:13][C:12](Br)=[CH:11][N:10]=1.[CH3:44][O:45][C:46]1[CH:51]=[C:50](B2OC(C)(C)C(C)(C)O2)[CH:49]=[CH:48][C:47]=1[OH:61], predict the reaction product. (2) Given the reactants [Si](OS(C(F)(F)F)(=O)=O)(C)(C)C.[OH:13][C:14]1[CH:15]=[C:16]([C:31]([CH3:37])([CH3:36])[C:32]([O:34][CH3:35])=[O:33])[CH:17]=[C:18]([OH:30])[C:19]=1[C@@H:20]1[CH2:25][C:24](=[O:26])[C@H:23]2[CH2:27][C@H:21]1[C:22]2([CH3:29])[CH3:28].C(Cl)Cl.[N+](C)([O-])=O, predict the reaction product. The product is: [CH3:35][O:34][C:32](=[O:33])[C:31]([C:16]1[CH:17]=[C:18]2[C:19]([C@@H:20]3[CH2:25][C:24](=[O:26])[CH2:23][CH2:27][C@H:21]3[C:22]([CH3:28])([CH3:29])[O:30]2)=[C:14]([OH:13])[CH:15]=1)([CH3:36])[CH3:37]. (3) Given the reactants CN(C(ON1N=NC2C=CC=NC1=2)=[N+](C)C)C.F[P-](F)(F)(F)(F)F.[CH3:25][C:26]([NH2:29])([CH3:28])[CH3:27].[CH3:30][O:31][C:32]1[CH:33]=[C:34]2[C:38](=[CH:39][CH:40]=1)[N:37]([CH3:41])[N:36]=[C:35]2[C:42]1[N:43]=[C:44]2[C:50]([C:51](O)=[O:52])=[CH:49][N:48]([CH2:54][O:55][CH2:56][CH2:57][Si:58]([CH3:61])([CH3:60])[CH3:59])[C:45]2=[N:46][CH:47]=1, predict the reaction product. The product is: [C:26]([NH:29][C:51]([C:50]1[C:44]2[C:45](=[N:46][CH:47]=[C:42]([C:35]3[C:34]4[C:38](=[CH:39][CH:40]=[C:32]([O:31][CH3:30])[CH:33]=4)[N:37]([CH3:41])[N:36]=3)[N:43]=2)[N:48]([CH2:54][O:55][CH2:56][CH2:57][Si:58]([CH3:59])([CH3:61])[CH3:60])[CH:49]=1)=[O:52])([CH3:28])([CH3:27])[CH3:25]. (4) Given the reactants [F:1][C:2]([F:25])([F:24])[C:3]([C:15]1[CH:16]=[C:17]2[C:21](=[CH:22][CH:23]=1)[NH:20][N:19]=[CH:18]2)([C:5]1[C:13]2[C:8](=[CH:9][CH:10]=[CH:11][CH:12]=2)[N:7]([CH3:14])[CH:6]=1)[OH:4].Cl[C:27]([O:29][CH:30]([CH3:32])[CH3:31])=[O:28], predict the reaction product. The product is: [CH:30]([O:29][C:27]([N:20]1[C:21]2[C:17](=[CH:16][C:15]([C:3]([C:5]3[C:13]4[C:8](=[CH:9][CH:10]=[CH:11][CH:12]=4)[N:7]([CH3:14])[CH:6]=3)([OH:4])[C:2]([F:1])([F:24])[F:25])=[CH:23][CH:22]=2)[CH:18]=[N:19]1)=[O:28])([CH3:32])[CH3:31].